From a dataset of Forward reaction prediction with 1.9M reactions from USPTO patents (1976-2016). Predict the product of the given reaction. (1) Given the reactants Br[C:2]1[N:6]2[CH:7]=[CH:8][C:9]([C:11]([F:14])([F:13])[F:12])=[N:10][C:5]2=[N:4][CH:3]=1.CC1(C)COB([C:22]2[CH:23]=[CH:24][C:25]([F:33])=[C:26]([N:28]3[CH:32]=[CH:31][CH:30]=[CH:29]3)[CH:27]=2)OC1, predict the reaction product. The product is: [F:33][C:25]1[CH:24]=[CH:23][C:22]([C:2]2[N:6]3[CH:7]=[CH:8][C:9]([C:11]([F:14])([F:13])[F:12])=[N:10][C:5]3=[N:4][CH:3]=2)=[CH:27][C:26]=1[N:28]1[CH:32]=[CH:31][CH:30]=[CH:29]1. (2) The product is: [N:17]1[CH:22]=[CH:21][CH:20]=[CH:19][C:18]=1[NH:23][C:24]([C:26]1[C:34]2[C:29](=[CH:30][C:31]([O:35][C:2]3[CH:7]=[CH:6][N:5]=[C:4]4[CH:8]=[C:9]([C:11]5[N:12]([CH3:16])[CH:13]=[CH:14][N:15]=5)[S:10][C:3]=34)=[CH:32][CH:33]=2)[N:28]([CH3:36])[C:27]=1[CH3:37])=[O:25]. Given the reactants Cl[C:2]1[CH:7]=[CH:6][N:5]=[C:4]2[CH:8]=[C:9]([C:11]3[N:12]([CH3:16])[CH:13]=[CH:14][N:15]=3)[S:10][C:3]=12.[N:17]1[CH:22]=[CH:21][CH:20]=[CH:19][C:18]=1[NH:23][C:24]([C:26]1[C:34]2[C:29](=[CH:30][C:31]([OH:35])=[CH:32][CH:33]=2)[N:28]([CH3:36])[C:27]=1[CH3:37])=[O:25].C([O-])([O-])=O.[Cs+].[Cs+], predict the reaction product. (3) Given the reactants [NH2:1][C:2]12[CH2:9][CH2:8][C:5]([CH2:10][CH2:11][C:12]3[C:13]([F:39])=[CH:14][N:15]=[C:16]4[C:21]=3[N:20]=[C:19]([O:22][CH2:23][C@@H:24]3[C@@H:27]([NH:28][C:29](=[O:38])[O:30][CH2:31][C:32]5[CH:37]=[CH:36][CH:35]=[CH:34][CH:33]=5)[CH2:26][O:25]3)[CH:18]=[CH:17]4)([CH2:6][CH2:7]1)[O:4][CH2:3]2.[O:40]=[C:41]1[CH2:46][O:45][C:44]2[CH:47]=[CH:48][C:49]([CH:51]=O)=[N:50][C:43]=2[NH:42]1, predict the reaction product. The product is: [F:39][C:13]1[C:12]([CH2:11][CH2:10][C:5]23[CH2:8][CH2:9][C:2]([NH:1][CH2:51][C:49]4[CH:48]=[CH:47][C:44]5[O:45][CH2:46][C:41](=[O:40])[NH:42][C:43]=5[N:50]=4)([CH2:7][CH2:6]2)[CH2:3][O:4]3)=[C:21]2[C:16]([CH:17]=[CH:18][C:19]([O:22][CH2:23][C@@H:24]3[C@@H:27]([NH:28][C:29](=[O:38])[O:30][CH2:31][C:32]4[CH:33]=[CH:34][CH:35]=[CH:36][CH:37]=4)[CH2:26][O:25]3)=[N:20]2)=[N:15][CH:14]=1. (4) Given the reactants [CH:1]([C:3]1[CH:4]=[CH:5][C:6]([CH3:35])=[C:7]([NH:9][C:10](=[O:34])[C:11]2[CH:16]=[CH:15][C:14]([NH:17][C:18]3[N:27]=[C:26]([C:28]4[CH:33]=[CH:32][CH:31]=[CH:30][CH:29]=4)[C:25]4[C:20](=[CH:21][CH:22]=[CH:23][CH:24]=4)[N:19]=3)=[CH:13][CH:12]=2)[CH:8]=1)=O.[CH:36]1([NH2:39])[CH2:38][CH2:37]1.C(O[BH-](OC(=O)C)OC(=O)C)(=O)C.[Na+], predict the reaction product. The product is: [CH:36]1([NH:39][CH2:1][C:3]2[CH:4]=[CH:5][C:6]([CH3:35])=[C:7]([NH:9][C:10](=[O:34])[C:11]3[CH:16]=[CH:15][C:14]([NH:17][C:18]4[N:27]=[C:26]([C:28]5[CH:29]=[CH:30][CH:31]=[CH:32][CH:33]=5)[C:25]5[C:20](=[CH:21][CH:22]=[CH:23][CH:24]=5)[N:19]=4)=[CH:13][CH:12]=3)[CH:8]=2)[CH2:38][CH2:37]1. (5) Given the reactants [F:1][C:2]1[C:7]([F:8])=[CH:6][CH:5]=[CH:4][C:3]=1[C@H:9]1[CH2:15][NH:14][C:13](=S)[C@H:12]([NH:17][C:18](=[O:24])[O:19][C:20]([CH3:23])([CH3:22])[CH3:21])[CH2:11][CH2:10]1.[NH2:25][CH2:26][C:27](=O)[C:28]([CH3:31])([CH3:30])[CH3:29].C(N(CC)CC)C, predict the reaction product. The product is: [C:28]([C:27]1[N:14]2[CH2:15][C@H:9]([C:3]3[CH:4]=[CH:5][CH:6]=[C:7]([F:8])[C:2]=3[F:1])[CH2:10][CH2:11][C@@H:12]([NH:17][C:18](=[O:24])[O:19][C:20]([CH3:23])([CH3:22])[CH3:21])[C:13]2=[N:25][CH:26]=1)([CH3:31])([CH3:30])[CH3:29]. (6) Given the reactants [I:1][C:2]1[CH:7]=[CH:6][C:5]([N+:8]([O-])=O)=[CH:4][CH:3]=1.C1(CC#N)C=CC=CC=1.N[C:21]1[CH:34]=[CH:33][C:32](Cl)=[CH:31][C:22]=1[C:23](C1C=CC=CC=1)=[O:24].N1C2C=CC=CC=2C=CC=N1.C(OP(Cl)(=O)OCC)C.[H-].[Na+].[N+](CC(OCC)=O)#[C-], predict the reaction product. The product is: [NH2:8][C:5]1[CH:6]=[CH:7][C:2]([I:1])=[CH:3][C:4]=1[C:23]([C:22]1[CH:31]=[CH:32][CH:33]=[CH:34][CH:21]=1)=[O:24]. (7) Given the reactants [CH:1]1([CH2:4][O:5][C:6]2[CH:7]=[CH:8][C:9]([C:12]([OH:14])=[O:13])=[N:10][CH:11]=2)[CH2:3][CH2:2]1.COC(C1C=CC(O)=CN=1)=O.BrCCC=C.COC(C1C=CC(OCCC=C)=CN=1)=O, predict the reaction product. The product is: [CH2:4]([O:5][C:6]1[CH:7]=[CH:8][C:9]([C:12]([OH:14])=[O:13])=[N:10][CH:11]=1)[CH2:1][CH:2]=[CH2:3].